Task: Predict the product of the given reaction.. Dataset: Forward reaction prediction with 1.9M reactions from USPTO patents (1976-2016) (1) Given the reactants Cl.[F:2][C:3]1[CH:8]=[CH:7][C:6]([CH:9]2[CH2:14][CH2:13][NH:12][CH2:11][CH2:10]2)=[CH:5][CH:4]=1.BrCCCC1C=CC=C2C(NC(=O)C=12)=O.C(=O)([O-])[O-].[K+].[K+], predict the reaction product. The product is: [F:2][C:3]1[CH:8]=[CH:7][C:6]([CH:9]2[CH2:10][CH2:11][NH:12][CH2:13][CH2:14]2)=[CH:5][CH:4]=1. (2) Given the reactants [NH2:1][C:2]1[N:6]([C:7]2[CH:12]=[CH:11][CH:10]=[CH:9][N:8]=2)[N:5]=[C:4]([NH:13][C:14]2[CH:15]=[C:16]([CH:20]=[CH:21][C:22]=2[O:23][CH3:24])[C:17](O)=[O:18])[N:3]=1.C1COCC1.C(N1C=CN=C1)([N:32]1C=CN=C1)=O.N, predict the reaction product. The product is: [NH2:1][C:2]1[N:6]([C:7]2[CH:12]=[CH:11][CH:10]=[CH:9][N:8]=2)[N:5]=[C:4]([NH:13][C:14]2[CH:15]=[C:16]([CH:20]=[CH:21][C:22]=2[O:23][CH3:24])[C:17]([NH2:32])=[O:18])[N:3]=1. (3) Given the reactants [Cl-].[NH4+:2].C1(C)C=CC=CC=1.C[Al](C)C.[CH3:14][O:15][C:16]1[C:17]([C:21]#[N:22])=[CH:18][S:19][CH:20]=1, predict the reaction product. The product is: [CH3:14][O:15][C:16]1[C:17]([C:21]([NH2:2])=[NH:22])=[CH:18][S:19][CH:20]=1. (4) Given the reactants C(OC(=O)[NH:7][C@H:8]1[CH2:13][CH2:12][C@H:11]([O:14][C:15]2[CH:16]=[C:17]3[C:22](=[CH:23][CH:24]=2)[O:21][CH:20]([C:25]2[CH:30]=[CH:29][CH:28]=[CH:27][C:26]=2[CH3:31])[CH2:19][CH2:18]3)[CH2:10][CH2:9]1)(C)(C)C.[ClH:33], predict the reaction product. The product is: [ClH:33].[C:26]1([CH3:31])[CH:27]=[CH:28][CH:29]=[CH:30][C:25]=1[CH:20]1[CH2:19][CH2:18][C:17]2[C:22](=[CH:23][CH:24]=[C:15]([O:14][C@H:11]3[CH2:10][CH2:9][C@H:8]([NH2:7])[CH2:13][CH2:12]3)[CH:16]=2)[O:21]1. (5) Given the reactants C=CC1C=CC=CC=1.C(O)(=O)C(C)=C.CO.[OH-].[K+].C(OOC(=O)CCCCCCCCCCC)(=O)CCCCCCCCCCC.[CH3:47][C:48]1[C:53]([NH:54][C:55]2[C:60]3[C:61]([Cl:68])=[C:62]([Cl:67])[C:63]([Cl:66])=[C:64]([Cl:65])[C:59]=3[C:57](=[O:58])[N:56]=2)=[CH:52][CH:51]=[CH:50][C:49]=1[NH:69][C:70]1[C:75]2[C:76]([Cl:83])=[C:77]([Cl:82])[C:78]([Cl:81])=[C:79]([Cl:80])[C:74]=2[C:72](=[O:73])[N:71]=1, predict the reaction product. The product is: [C:57]1(=[O:58])[C:59]2[C:60](=[CH:61][CH:62]=[CH:63][CH:64]=2)[CH2:55][NH:56]1.[CH3:47][C:48]1[C:49]([NH:69][C:70]2[C:75]3[C:76]([Cl:83])=[C:77]([Cl:82])[C:78]([Cl:81])=[C:79]([Cl:80])[C:74]=3[C:72](=[O:73])[N:71]=2)=[CH:50][CH:51]=[CH:52][C:53]=1[NH:54][C:55]1[C:60]2[C:61]([Cl:68])=[C:62]([Cl:67])[C:63]([Cl:66])=[C:64]([Cl:65])[C:59]=2[C:57](=[O:58])[N:56]=1. (6) Given the reactants [Br:1][C:2]1[CH:3]=[C:4]2[C:8](=[C:9]([CH2:11]O)[CH:10]=1)[N:7]([CH2:13][CH:14]([CH2:17][CH3:18])[CH2:15][CH3:16])[N:6]=[CH:5]2.[CH3:19][O:20][C:21]([C:23]1[CH:24]=[C:25]2[C:29](=[CH:30][CH:31]=1)[NH:28][N:27]=[CH:26]2)=[O:22], predict the reaction product. The product is: [CH3:19][O:20][C:21]([C:23]1[CH:24]=[C:25]2[C:29](=[CH:30][CH:31]=1)[N:28]([CH2:11][C:9]1[CH:10]=[C:2]([Br:1])[CH:3]=[C:4]3[C:8]=1[N:7]([CH2:13][CH:14]([CH2:17][CH3:18])[CH2:15][CH3:16])[N:6]=[CH:5]3)[N:27]=[CH:26]2)=[O:22].